Predict which catalyst facilitates the given reaction. From a dataset of Catalyst prediction with 721,799 reactions and 888 catalyst types from USPTO. (1) Reactant: CS(C)=O.C(Cl)(=O)C(Cl)=O.[OH:11][CH:12]([C:24]([CH3:27])([CH3:26])[CH3:25])[CH2:13][CH:14]1[O:18][N:17]=[C:16]([C:19]([O:21][CH2:22][CH3:23])=[O:20])[CH2:15]1.C(N(CC)CC)C. Product: [CH3:26][C:24]([CH3:25])([CH3:27])[C:12](=[O:11])[CH2:13][CH:14]1[O:18][N:17]=[C:16]([C:19]([O:21][CH2:22][CH3:23])=[O:20])[CH2:15]1. The catalyst class is: 4. (2) Reactant: [F:1][C:2]1[CH:3]=[CH:4][C:5]([O:38][CH3:39])=[C:6]([C:8]2[C:17]3[C:12](=[CH:13][CH:14]=[CH:15][CH:16]=3)[C:11]([NH:18][C:19]3[CH:37]=[CH:36][C:22]([O:23][C:24]4[C:33]5[C:28](=[CH:29][C:30]([C:34]#[N:35])=[CH:31][CH:32]=5)[N:27]=[CH:26][CH:25]=4)=[CH:21][CH:20]=3)=[N:10][N:9]=2)[CH:7]=1.C(=O)(O)[O-:41].[Na+].[OH-].[Na+]. Product: [F:1][C:2]1[CH:3]=[CH:4][C:5]([O:38][CH3:39])=[C:6]([C:8]2[C:17]3[C:12](=[CH:13][CH:14]=[CH:15][CH:16]=3)[C:11]([NH:18][C:19]3[CH:37]=[CH:36][C:22]([O:23][C:24]4[C:33]5[C:28](=[CH:29][C:30]([C:34]([NH2:35])=[O:41])=[CH:31][CH:32]=5)[N:27]=[CH:26][CH:25]=4)=[CH:21][CH:20]=3)=[N:10][N:9]=2)[CH:7]=1. The catalyst class is: 65. (3) Product: [NH2:11][CH2:10][P:9](=[O:28])([C:22]1[CH:23]=[CH:24][CH:25]=[CH:26][CH:27]=1)[C:3]1[CH:8]=[CH:7][CH:6]=[CH:5][CH:4]=1. Reactant: [PH3]=O.[C:3]1([P:9](=[O:28])([C:22]2[CH:27]=[CH:26][CH:25]=[CH:24][CH:23]=2)[CH2:10][N:11]2C(=O)C3=CC=CC=C3C2=O)[CH:8]=[CH:7][CH:6]=[CH:5][CH:4]=1. The catalyst class is: 201. (4) Reactant: C[O:2][C:3](=O)[C:4]1[CH:9]=[CH:8][CH:7]=[CH:6][C:5]=1[NH:10][CH:11]=[C:12]([C:16]#[N:17])[CH2:13][C:14]#[N:15].[O-]CC.[Na+].Cl. Product: [O:2]=[C:3]1[C:4]2[C:5](=[CH:6][CH:7]=[CH:8][CH:9]=2)[N:10]2[CH:11]=[C:12]([C:16]#[N:17])[CH:13]=[C:14]2[NH:15]1. The catalyst class is: 8. (5) Reactant: C([O:4][CH2:5][CH2:6][CH2:7][N:8]1[C:13](=[O:14])[C:12]2[N:15]([CH2:19][C:20]3[CH:25]=[CH:24][C:23]([Cl:26])=[CH:22][CH:21]=3)[CH:16]=[C:17]([CH3:18])[C:11]=2[N:10]([CH3:27])[C:9]1=[O:28])(=O)C.O[Li].O. Product: [Cl:26][C:23]1[CH:22]=[CH:21][C:20]([CH2:19][N:15]2[C:12]3[C:13](=[O:14])[N:8]([CH2:7][CH2:6][CH2:5][OH:4])[C:9](=[O:28])[N:10]([CH3:27])[C:11]=3[C:17]([CH3:18])=[CH:16]2)=[CH:25][CH:24]=1. The catalyst class is: 569. (6) The catalyst class is: 1. Reactant: [H-].[Na+].[CH3:3][CH:4]([CH3:16])[C@H:5]([N:8]=CC1C=CC=CC=1)[CH2:6][OH:7].[CH2:17](Br)[CH:18]=[CH2:19].CO. Product: [CH2:19]([O:7][CH2:6][C@@H:5]([NH2:8])[CH:4]([CH3:3])[CH3:16])[CH:18]=[CH2:17]. (7) The catalyst class is: 6. Product: [CH3:6][C:5]([C:38]([OH:40])=[O:39])([C:7]1[CH:12]=[CH:11][C:10]([CH:13]([OH:37])[CH2:14][CH2:15][CH2:16][N:17]2[CH2:18][CH2:19][CH:20]([C:23]([OH:36])([C:24]3[CH:29]=[CH:28][CH:27]=[CH:26][CH:25]=3)[C:30]3[CH:31]=[CH:32][CH:33]=[CH:34][CH:35]=3)[CH2:21][CH2:22]2)=[CH:9][CH:8]=1)[CH3:4].[ClH:3]. Reactant: CO.[ClH:3].[CH3:4][C:5]([C:38]([OH:40])=[O:39])([C:7]1[CH:8]=[CH:9][C:10]([CH:13]([OH:37])[CH2:14][CH2:15][CH2:16][N:17]2[CH2:22][CH2:21][CH:20]([C:23]([OH:36])([C:30]3[CH:31]=[CH:32][CH:33]=[CH:34][CH:35]=3)[C:24]3[CH:25]=[CH:26][CH:27]=[CH:28][CH:29]=3)[CH2:19][CH2:18]2)=[CH:11][CH:12]=1)[CH3:6]. (8) Reactant: B(Br)(Br)Br.[NH2:5][C:6]1[C:14]([S:15]([CH2:18][CH3:19])(=[O:17])=[O:16])=[CH:13][C:9]([C:10]([OH:12])=[O:11])=[C:8]([O:20]C)[CH:7]=1. Product: [NH2:5][C:6]1[C:14]([S:15]([CH2:18][CH3:19])(=[O:17])=[O:16])=[CH:13][C:9]([C:10]([OH:12])=[O:11])=[C:8]([OH:20])[CH:7]=1. The catalyst class is: 4. (9) Reactant: [NH2:1][C:2]1[C:18]([Cl:19])=[CH:17][C:5]([C:6]([NH:8][C@H:9]2[CH2:14][CH2:13][NH:12][CH2:11][C@H:10]2[O:15][CH3:16])=[O:7])=[C:4]([O:20][CH3:21])[CH:3]=1.Br[CH2:23][CH:24]1[CH2:29][CH2:28][N:27]([C:30]([O:32][CH2:33][CH3:34])=[O:31])[CH2:26][CH2:25]1.C(=O)([O-])[O-].[K+].[K+].[I-].[K+]. Product: [NH2:1][C:2]1[C:18]([Cl:19])=[CH:17][C:5]([C:6]([NH:8][C@H:9]2[CH2:14][CH2:13][N:12]([CH2:23][CH:24]3[CH2:29][CH2:28][N:27]([C:30]([O:32][CH2:33][CH3:34])=[O:31])[CH2:26][CH2:25]3)[CH2:11][C@H:10]2[O:15][CH3:16])=[O:7])=[C:4]([O:20][CH3:21])[CH:3]=1. The catalyst class is: 35. (10) Reactant: [CH3:1][C:2]1[C:3]([N+:10]([O-])=O)=[C:4]([OH:9])[CH:5]=[C:6]([OH:8])[CH:7]=1.[H][H]. Product: [NH2:10][C:3]1[C:2]([CH3:1])=[CH:7][C:6]([OH:8])=[CH:5][C:4]=1[OH:9]. The catalyst class is: 19.